Dataset: Full USPTO retrosynthesis dataset with 1.9M reactions from patents (1976-2016). Task: Predict the reactants needed to synthesize the given product. (1) Given the product [NH:1]1[C:5]2[CH:6]=[CH:7][CH:8]=[CH:9][C:4]=2[N:3]=[C:2]1[N:10]([CH2:21][C:22]1[CH:30]=[CH:29][C:25]([C:26]([NH:37][CH2:36][C:35]2[NH:34][N:33]=[N:32][N:31]=2)=[O:28])=[CH:24][CH:23]=1)[CH:11]1[CH2:12][CH2:13][CH:14]([C:17]([CH3:20])([CH3:19])[CH3:18])[CH2:15][CH2:16]1, predict the reactants needed to synthesize it. The reactants are: [NH:1]1[C:5]2[CH:6]=[CH:7][CH:8]=[CH:9][C:4]=2[N:3]=[C:2]1[N:10]([CH2:21][C:22]1[CH:30]=[CH:29][C:25]([C:26]([OH:28])=O)=[CH:24][CH:23]=1)[CH:11]1[CH2:16][CH2:15][CH:14]([C:17]([CH3:20])([CH3:19])[CH3:18])[CH2:13][CH2:12]1.[NH:31]1[C:35]([CH2:36][NH2:37])=[N:34][N:33]=[N:32]1.C1C=CC2N(O)N=NC=2C=1.C(Cl)CCl.CCN(C(C)C)C(C)C. (2) Given the product [CH3:1][C:2]1[CH:3]=[CH:4][C:5]([S:8]([O:11][CH2:12][CH:13]2[CH2:14][C:15]3[CH:20]=[CH:19][CH:18]=[C:17]([C:21]([CH3:24])([CH3:23])[CH3:22])[C:16]=3[O:26]2)(=[O:10])=[O:9])=[CH:6][CH:7]=1, predict the reactants needed to synthesize it. The reactants are: [CH3:1][C:2]1[CH:7]=[CH:6][C:5]([S:8]([O:11][CH2:12][CH:13]([OH:26])[CH2:14][C:15]2[CH:20]=[CH:19][CH:18]=[C:17]([C:21]([CH3:24])([CH3:23])[CH3:22])[C:16]=2O)(=[O:10])=[O:9])=[CH:4][CH:3]=1.C1(P(C2C=CC=CC=2)C2C=CC=CC=2)C=CC=CC=1.CCOC(/N=N/C(OCC)=O)=O.CC1C=CC(S(OCC2CC3C=CC(OC)=CC=3O2)(=O)=O)=CC=1. (3) Given the product [CH3:1][O:2][C:3](=[O:10])[CH:4]([NH:16][C:15]1[CH:17]=[CH:18][C:12]([F:11])=[C:13]([CH3:19])[CH:14]=1)[CH2:5][CH2:6][CH2:7][CH3:8], predict the reactants needed to synthesize it. The reactants are: [CH3:1][O:2][C:3](=[O:10])[CH:4](Br)[CH2:5][CH2:6][CH2:7][CH3:8].[F:11][C:12]1[CH:18]=[CH:17][C:15]([NH2:16])=[CH:14][C:13]=1[CH3:19].C([O-])([O-])=O.[K+].[K+]. (4) Given the product [ClH:30].[NH:11]1[CH2:10][CH2:9][CH:8]([O:7][C:6]2[CH:5]=[C:4]([C:1](=[O:3])[CH3:2])[CH:23]=[CH:22][CH:21]=2)[CH2:13][CH2:12]1, predict the reactants needed to synthesize it. The reactants are: [C:1]([C:4]1[CH:5]=[C:6]([CH:21]=[CH:22][CH:23]=1)[O:7][CH:8]1[CH2:13][CH2:12][N:11](C(OC(C)(C)C)=O)[CH2:10][CH2:9]1)(=[O:3])[CH3:2].C(OC(=O)C)C.[ClH:30]. (5) Given the product [O:19]1[CH2:2][CH:18]1[C:15]1[N:14]=[CH:13][C:12]2[O:11][CH2:10][S:9][C:17]=2[CH:16]=1, predict the reactants needed to synthesize it. The reactants are: [I-].[CH3:2][S+](C)(C)=O.[H-].[Na+].[S:9]1[C:17]2[CH:16]=[C:15]([CH:18]=[O:19])[N:14]=[CH:13][C:12]=2[O:11][CH2:10]1.O.